From a dataset of Experimentally validated miRNA-target interactions with 360,000+ pairs, plus equal number of negative samples. Binary Classification. Given a miRNA mature sequence and a target amino acid sequence, predict their likelihood of interaction. (1) The miRNA is hsa-miR-331-5p with sequence CUAGGUAUGGUCCCAGGGAUCC. The protein sequence of the target gene is MAAVILPSTAAPSSLFPASQQKGHTQGGELVNELLTSWLRGLVTFEDVAVEFTQEEWALLDPAQRTLYRDVMLENCRNLASLGCRVNKPSLISQLEQDKKVVTEERGILPSTCPDLETLLKAKWLTPKKNVFRKEQSKGVKTERSHRGVKLNECNQCFKVFSTKSNLTQHKRIHTGEKPYDCSQCGKSFSSRSYLTIHKRIHNGEKPYECNHCGKAFSDPSSLRLHLRIHTGEKPYECNQCFHVFRTSCNLKSHKRIHTGENHHECNQCGKAFSTRSSLTGHNSIHTGEKPYECHDCGKT.... Result: 0 (no interaction). (2) The miRNA is hsa-miR-6499-3p with sequence AGCAGUGUUUGUUUUGCCCACA. The protein sequence of the target gene is MECKIEGKEKYQHSLNLLNKIQNMKELAEMIDVVLTAEGEKFPCHRLVLAAFSPYFKAMFTCGLLECNQREVILYDITAESVSVLLNYMYNAALEINNANVQTVAMAAYFMQMEEVFSVCQKYMMDHMDASNCLGIYYFAKQIGAEDLSDRSKKYLYQHFAEVSLHEEILEIEVHQFLTLIKSDDLNISREESILDLVLRWVNHNKELRTVHLVELLKQVRLELVNPSFLRQALRRNTMLLCDADCVDIIQNAFKAIKTPQQHSLNLRYGMETTSLLLCIGNNSSGIRSRHRSYGDASFC.... Result: 1 (interaction). (3) The miRNA is hsa-miR-602 with sequence GACACGGGCGACAGCUGCGGCCC. The protein sequence of the target gene is MKARRNKKQVPSFRKLIKTSKVKLENKLKNKQFKQQSTIKKYRKEQRKLRQAVKDAVSKKPIPLEDPKSKRPVKRMEREEDEEEEALPLDMMDEDDLQLMKDLGQKASFLTRDLSSSEPVHIKKRKHESVIEKYEKVPRTLQTAPEKELIHLLPIKDKSGIIPQAREKPVTDVQQEEEAEEELEDEEEVIEDPRKELTIEEHVIERKKKLQDKKIQIAALASAILSDPESHIKKLKELRSMLMEQDPDVAVTVRKLVIISLMELFKDITPSYKIRPLTEAEKSTKIRKETQKLREFEEGL.... Result: 0 (no interaction). (4) The miRNA is mmu-miR-669e-3p with sequence UGAAUAUACACACACUUACAC. The protein sequence of the target gene is MFFWCACCLMVAWRVSASDAEHCPELPPVDNSIFVAKEVEGQILGTYVCIKGYHLVGKKTLFCNASKEWDNTTTECRLGHCPDPVLVNGEFSSSGPVNVSDKITFMCNDHYILKGSNRSQCLEDHTWAPPFPICKSRDCDPPGNPVHGYFEGNNFTLGSTISYYCEDRYYLVGVQEQQCVDGEWSSALPVCKLIQEAPKPECEKALLAFQESKNLCEAMENFMQQLKESGMTMEELKYSLELKKAELKAKLL. Result: 0 (no interaction). (5) The miRNA is rno-miR-29b-1-5p with sequence UUUCAUAUGGUGGUUUAGAUUU. The protein sequence of the target gene is MAQLGAVVAVASSFFCASLFSAVHKIEEGHIGVYYRGGALLTSTSGPGFHLMLPFITSYKSVQTTLQTDEVKNVPCGTSGGVMIYFDRIEVVNFLVPNAVYDIVKNYTADYDKALIFNKIHHELNQFCSVHTLQEVYIELFDQIDENLKLALQQDLTSMAPGLVIQAVRVTKPNIPEAIRRNYELMESEKTKLLIAAQKQKVVEKEAETERKKALIEAEKVAQVAEITYGQKVMEKETEKKISEIEDAAFLAREKAKADAECYTAMKIAEANKLKLTPEYLQLMKYKAIASNSKIYFGKD.... Result: 0 (no interaction). (6) The miRNA is mmu-miR-758-3p with sequence UUUGUGACCUGGUCCACUA. The protein sequence of the target gene is MPEQLSVAEFLAVTAEDLSSPAGAAAFAAKMPRCRGAALAREEALEGDQAILQRIKKAVRAIHSSGLGHVETEEHYREAVEALGNSHLSQNSHELSTGFLNLAVFTREVAALFKNLVQNLNNIVSFPLDSLMKGHLRDGRHDSKKHLEKAWKDYESKVAKLEKERDRARFPGGSHGVMSQDTQRERRVFQLHMCEYLVKAGESQVKQGPDFLQSLIKFFHAQHNFFQDGWKAAQSLSPFIDKLAASVHGLRQAQEEELHKLTQLRDSLRGMLHLESREDHPNRKNSGGGYSIHQHQGNKQ.... Result: 1 (interaction). (7) The miRNA is mmu-miR-6953-5p with sequence AAGGGGCAGGGGCAGGGAUUCAAGUG. The protein sequence of the target gene is MWVLGIAATFCGLFWLPGLALQIQCYQCEEFQLNNDCSSPEFIVNCTVNVQDMCQKEVMEQSAGIMYRKSCASSAACLIASAGYQSFCSPGKLNSVCISCCNTPLCNGPRPKKRGSSASAIRPGLLTTLLFFHLALCLAHC. Result: 1 (interaction). (8) The miRNA is hsa-miR-4684-3p with sequence UGUUGCAAGUCGGUGGAGACGU. The protein sequence of the target gene is MFSWLGNDDRRKKDPEVFQTVSDGLKKLYKTKLLPLEEYYRFHEFHSPALEDADFDNKPMVLLVGQYSTGKTTFIRYLLEQDFPGMRIGPEPTTDSFIAVMQGDVEGIIPGNALVVDPKKPFRKLNAFGNAFLNRFVCAQLPNAVLESISVIDTPGILSGEKQRISRGYDFAAVLEWFAERVDRIILLFDAHKLDISDEFSEVIKALKNHEDKMRVVLNKADQIETQQLMRVYGALMWSLGKIVNTPEVIRVYIGSFWSHPLLIPDNRKLFEAEEQDLFRDIQSLPRNAALRKLNDLIKR.... Result: 0 (no interaction). (9) The miRNA is hsa-miR-639 with sequence AUCGCUGCGGUUGCGAGCGCUGU. The protein sequence of the target gene is MSHGAGLVRTTCSSGSALGPGAGAAQPSASPLEGLLDLSYPRTHAALLKVAQMVTLLIAFICVRSSLWTNYSAYSYFEVVTICDLIMILAFYLVHLFRFYRVLTCISWPLSELLHYLIGTLLLLIASIVAASKSYNQSGLVAGAIFGFMATFLCMASIWLSYKISCVTQSTDAAV. Result: 0 (no interaction).